Dataset: Catalyst prediction with 721,799 reactions and 888 catalyst types from USPTO. Task: Predict which catalyst facilitates the given reaction. (1) Product: [C:1]([C:3]1[CH:8]=[CH:7][C:6]([C:9]2[O:10][C@@H:11]([CH3:18])[C@H:12]([C:14]([O-:16])=[O:15])[N:13]=2)=[C:5]([OH:19])[CH:4]=1)#[CH:2].[CH2:9]([NH3+:13])[CH3:6]. The catalyst class is: 5. Reactant: [C:1]([C:3]1[CH:8]=[CH:7][C:6]([C:9]2[O:10][C@H:11]([CH3:18])[C@H:12]([C:14]([O:16]C)=[O:15])[N:13]=2)=[C:5]([OH:19])[CH:4]=1)#[CH:2].[OH-].[Na+]. (2) Reactant: C(O)(C(F)(F)F)=O.[CH3:8][CH:9]([CH3:27])[CH2:10][CH2:11][NH:12][C:13]([C:15]1[N:16]=[N:17][C:18]([N:21]2[CH2:26][CH2:25][NH:24][CH2:23][CH2:22]2)=[CH:19][CH:20]=1)=[O:14].[F:28][C:29]([F:37])([F:36])[CH2:30][CH:31]([CH3:35])[C:32](O)=[O:33].N12CCCN=C1CCCCC2.CN(C)CCCN=C=NCC. Product: [CH3:8][CH:9]([CH3:27])[CH2:10][CH2:11][NH:12][C:13]([C:15]1[N:16]=[N:17][C:18]([N:21]2[CH2:26][CH2:25][N:24]([C:32](=[O:33])[CH:31]([CH3:35])[CH2:30][C:29]([F:37])([F:36])[F:28])[CH2:23][CH2:22]2)=[CH:19][CH:20]=1)=[O:14]. The catalyst class is: 39. (3) Reactant: [C:1]12[C:7](=[CH:8][CH:9]=[CH:10][CH:11]=1)[NH:6][C:5](=[O:12])[O:4][C:2]2=[O:3].C1(P(C2C=CC=CC=2)C2C=CC=CC=2)C=CC=CC=1.[CH3:32][S:33]([CH2:35][CH2:36]O)=O.N(C(OC(C)C)=O)=NC(OC(C)C)=O. Product: [CH3:32][S:33][CH2:35][CH2:36][N:6]1[C:7]2[CH:8]=[CH:9][CH:10]=[CH:11][C:1]=2[C:2](=[O:3])[O:4][C:5]1=[O:12]. The catalyst class is: 2.